The task is: Predict the reactants needed to synthesize the given product.. This data is from Full USPTO retrosynthesis dataset with 1.9M reactions from patents (1976-2016). (1) Given the product [NH2:1][C:2]1[C:3]([C:18]2[CH:33]=[CH:32][C:21]([C:22]([NH:24][CH2:25][C:26]3[CH:27]=[CH:28][CH:29]=[CH:30][CH:31]=3)=[O:23])=[C:20]([F:34])[CH:19]=2)=[N:4][C:5]([CH:8]2[CH2:17][CH2:16][C:11](=[O:12])[CH2:10][CH2:9]2)=[CH:6][N:7]=1, predict the reactants needed to synthesize it. The reactants are: [NH2:1][C:2]1[C:3]([C:18]2[CH:33]=[CH:32][C:21]([C:22]([NH:24][CH2:25][C:26]3[CH:31]=[CH:30][CH:29]=[CH:28][CH:27]=3)=[O:23])=[C:20]([F:34])[CH:19]=2)=[N:4][C:5]([CH:8]2[CH2:17][CH2:16][C:11]3(OCC[O:12]3)[CH2:10][CH2:9]2)=[CH:6][N:7]=1.C(#N)C.Cl.[OH-].[Na+]. (2) Given the product [CH3:59][O:58][C:57]([NH:56][CH2:55][CH2:54][O:53][CH:48]([C:44]1[CH:45]=[CH:46][CH:47]=[C:42]([Cl:41])[CH:43]=1)[CH2:10][CH2:9][N:8]([CH3:12])[C:6](=[O:7])[NH:13][C@@H:14]([CH2:25][CH:26]1[CH2:27][CH2:28][CH2:29][CH2:30][CH2:31]1)[CH2:15][N:16]([CH3:24])[C:17](=[O:23])[O:18][C:19]([CH3:21])([CH3:22])[CH3:20])=[O:60], predict the reactants needed to synthesize it. The reactants are: C1N=CN([C:6]([N:8]2[CH:12]=N[CH:10]=[CH:9]2)=[O:7])C=1.[NH2:13][C@@H:14]([CH2:25][CH:26]1[CH2:31][CH2:30][CH2:29][CH2:28][CH2:27]1)[CH2:15][N:16]([CH3:24])[C:17](=[O:23])[O:18][C:19]([CH3:22])([CH3:21])[CH3:20].CCN(C(C)C)C(C)C.[Cl:41][C:42]1[CH:43]=[C:44]([CH:48]([O:53][CH2:54][CH2:55][NH:56][C:57](=[O:60])[O:58][CH3:59])CCNC)[CH:45]=[CH:46][CH:47]=1.